From a dataset of Reaction yield outcomes from USPTO patents with 853,638 reactions. Predict the reaction yield, written as a fraction of the theoretical maximum amount of product (1.0 means a 100% yield; for example, 0.34 means a 34% yield). The reactants are Br[CH2:2][C:3]1[CH:4]=[CH:5][C:6]([O:16][CH3:17])=[C:7]([C:9]2[CH:14]=[CH:13][CH:12]=[C:11]([Cl:15])[CH:10]=2)[CH:8]=1.[CH3:18][O:19][C:20]([C:22]1[CH:27]=[CH:26][C:25](B2OC3(C)C(C)(C3)O2)=[CH:24][N:23]=1)=[O:21].C1(C)C=CC=CC=1.[O-]P([O-])([O-])=O.[K+].[K+].[K+]. The catalyst is C1C=CC([P]([Pd]([P](C2C=CC=CC=2)(C2C=CC=CC=2)C2C=CC=CC=2)([P](C2C=CC=CC=2)(C2C=CC=CC=2)C2C=CC=CC=2)[P](C2C=CC=CC=2)(C2C=CC=CC=2)C2C=CC=CC=2)(C2C=CC=CC=2)C2C=CC=CC=2)=CC=1.O.CCO. The product is [CH3:18][O:19][C:20]([C:22]1[CH:27]=[CH:26][C:25]([CH2:2][C:3]2[CH:8]=[C:7]([C:9]3[CH:14]=[CH:13][CH:12]=[C:11]([Cl:15])[CH:10]=3)[C:6]([O:16][CH3:17])=[CH:5][CH:4]=2)=[CH:24][N:23]=1)=[O:21]. The yield is 0.150.